From a dataset of Full USPTO retrosynthesis dataset with 1.9M reactions from patents (1976-2016). Predict the reactants needed to synthesize the given product. (1) The reactants are: C([N:8]1[C:15]2[CH:16]=[C:17]([CH2:20][C:21]3[CH:22]=[C:23]([C@H:28]4[C@H:33]([OH:34])[C@@H:32]([OH:35])[C@H:31]([OH:36])[C@@H:30]([CH2:37][OH:38])[O:29]4)[CH:24]=[CH:25][C:26]=3[Cl:27])[CH:18]=[CH:19][C:14]=2[O:13][C:10]2([CH2:12][CH2:11]2)[CH2:9]1)C1C=CC=CC=1.C(OCC)(=O)C.Cl. Given the product [Cl:27][C:26]1[CH:25]=[CH:24][C:23]([C@H:28]2[C@H:33]([OH:34])[C@@H:32]([OH:35])[C@H:31]([OH:36])[C@@H:30]([CH2:37][OH:38])[O:29]2)=[CH:22][C:21]=1[CH2:20][C:17]1[CH:18]=[CH:19][C:14]2[O:13][C:10]3([CH2:12][CH2:11]3)[CH2:9][NH:8][C:15]=2[CH:16]=1, predict the reactants needed to synthesize it. (2) Given the product [CH3:25][N:21]1[C:19]2[N:20]=[C:15]([N:12]3[CH2:13][CH2:14][N:9]([CH2:8][C:3]4[C:2]([C:27]#[N:28])=[CH:7][CH:6]=[CH:5][N:4]=4)[CH2:10][CH2:11]3)[NH:16][C:17](=[O:26])[C:18]=2[CH2:24][CH2:23][CH2:22]1, predict the reactants needed to synthesize it. The reactants are: Br[C:2]1[C:3]([CH2:8][N:9]2[CH2:14][CH2:13][N:12]([C:15]3[NH:16][C:17](=[O:26])[C:18]4[CH2:24][CH2:23][CH2:22][N:21]([CH3:25])[C:19]=4[N:20]=3)[CH2:11][CH2:10]2)=[N:4][CH:5]=[CH:6][CH:7]=1.[CH3:27][N:28](C=O)C. (3) The reactants are: [CH3:1][O:2][C:3](=[O:36])[NH:4][CH:5]([C:9]([N:11]1[CH2:15][CH2:14][CH2:13][CH:12]1[C:16]1[NH:17][C:18]([C:21]2[CH:26]=[CH:25][C:24](B3OC(C)(C)C(C)(C)O3)=[CH:23][CH:22]=2)=[CH:19][N:20]=1)=[O:10])[CH:6]([CH3:8])[CH3:7].[Br:37][C:38]1[CH:43]=[CH:42][C:41](Br)=[CH:40][CH:39]=1.C([O-])([O-])=O.[K+].[K+].N#N. Given the product [CH3:1][O:2][C:3](=[O:36])[NH:4][CH:5]([C:9]([N:11]1[CH2:15][CH2:14][CH2:13][CH:12]1[C:16]1[NH:17][C:18]([C:21]2[CH:22]=[CH:23][C:24]([C:41]3[CH:42]=[CH:43][C:38]([Br:37])=[CH:39][CH:40]=3)=[CH:25][CH:26]=2)=[CH:19][N:20]=1)=[O:10])[CH:6]([CH3:7])[CH3:8], predict the reactants needed to synthesize it. (4) The reactants are: [K].[C:2]([O:10][CH2:11][CH3:12])(=[O:9])[CH2:3][C:4]([O:6]CC)=O.[Cl-:13].[Mg+2].[Cl-:15].C([N:18]([CH2:21][CH3:22])[CH2:19][CH3:20])C.[C:23](#N)[CH3:24]. Given the product [Cl:13][C:21]1[C:22]([C:4](=[O:6])[CH2:3][C:2]([O:10][CH2:11][CH3:12])=[O:9])=[C:23]([CH3:24])[CH:20]=[C:19]([Cl:15])[N:18]=1, predict the reactants needed to synthesize it. (5) Given the product [O:1]([C:9]1[CH:10]=[CH:11][C:12]([CH2:15][CH2:16][CH2:17][CH2:18][NH2:19])=[CH:13][CH:14]=1)[CH2:2][CH2:3][O:4][CH2:5][CH2:6][O:7][CH2:8][CH2:22][O:23][CH2:24][CH2:25][O:26][CH3:27], predict the reactants needed to synthesize it. The reactants are: [O:1]([C:9]1[CH:14]=[CH:13][C:12]([CH2:15][CH2:16][CH2:17][CH2:18][NH2:19])=[CH:11][CH:10]=1)[CH2:2][CH2:3][O:4][CH2:5][CH2:6][O:7][CH3:8].OC[CH2:22][O:23][CH2:24][CH2:25][O:26][CH2:27][CH2:22][O:23][CH:24](C1C=CC(C(C(OCC2C=CC=CC=2)=O)CCCN)=CC=1)[CH2:25][O:26][CH3:27]. (6) Given the product [F:18][C:19]([F:27])([F:26])[C:20]([NH:22][CH2:23][C:24]#[C:25][C:2]1[CH:7]=[CH:6][CH:5]=[C:4]([C:8]#[C:9][C:10]([OH:17])([CH2:14][CH2:15][CH3:16])[CH2:11][CH2:12][CH3:13])[CH:3]=1)=[O:21], predict the reactants needed to synthesize it. The reactants are: Br[C:2]1[CH:3]=[C:4]([C:8]#[C:9][C:10]([OH:17])([CH2:14][CH2:15][CH3:16])[CH2:11][CH2:12][CH3:13])[CH:5]=[CH:6][CH:7]=1.[F:18][C:19]([F:27])([F:26])[C:20]([NH:22][CH2:23][C:24]#[CH:25])=[O:21]. (7) Given the product [N:12]1[CH:17]=[CH:16][C:15]([C:2]2[S:6][C:5]([C:7]([O:9][CH2:10][CH3:11])=[O:8])=[CH:4][CH:3]=2)=[CH:14][CH:13]=1, predict the reactants needed to synthesize it. The reactants are: Br[C:2]1[S:6][C:5]([C:7]([O:9][CH2:10][CH3:11])=[O:8])=[CH:4][CH:3]=1.[N:12]1[CH:17]=[CH:16][C:15](B(O)O)=[CH:14][CH:13]=1.C(=O)([O-])[O-].[Cs+].[Cs+].